Dataset: Orexin1 receptor HTS with 218,158 compounds and 233 confirmed actives. Task: Binary Classification. Given a drug SMILES string, predict its activity (active/inactive) in a high-throughput screening assay against a specified biological target. (1) The drug is O=c1n(c(=O)n(c2nc(n(c12)Cc1ccc([N+]([O-])=O)cc1)n1ccnc1)C)C. The result is 0 (inactive). (2) The drug is o1c(CN2CCN(CC2)CCO)c(O)c(=O)cc1CO. The result is 0 (inactive). (3) The drug is O=C1N(NC(=O)c2ccc(NC(=O)C(C)C)cc2)C(=O)c2c1cccc2. The result is 0 (inactive). (4) The drug is O(c1ccc([N+]([O-])=O)cc1)c1nc(cc(n1)C)C. The result is 0 (inactive). (5) The compound is S(=O)(=O)(N1CC(CCC1)C(=O)Nc1c(OCC)ccc(OCC)c1)c1[nH]cnc1. The result is 0 (inactive). (6) The compound is OC(c1n(Cc2ccccc2)ccn1)c1cc(OC)c(OC)cc1. The result is 0 (inactive). (7) The drug is S(=O)(=O)(Nc1ccc(C(=O)N2CCN(CC2)c2c(c(ccc2)C)C)cc1)c1c(onc1C)C. The result is 0 (inactive). (8) The drug is O=C(Nc1ccc(Nc2ncc([N+]([O-])=O)cc2)cc1)C. The result is 0 (inactive).